From a dataset of Full USPTO retrosynthesis dataset with 1.9M reactions from patents (1976-2016). Predict the reactants needed to synthesize the given product. (1) Given the product [NH2:1][C:2]1[C:3]([F:10])=[CH:4][C:5]([Cl:9])=[C:6]([CH:7]=1)[O:8][C:14]1[C:19]([N+:20]([O-:22])=[O:21])=[CH:18][CH:17]=[CH:16][N:15]=1, predict the reactants needed to synthesize it. The reactants are: [NH2:1][C:2]1[C:3]([F:10])=[CH:4][C:5]([Cl:9])=[C:6]([OH:8])[CH:7]=1.[OH-].[K+].Cl[C:14]1[C:19]([N+:20]([O-:22])=[O:21])=[CH:18][CH:17]=[CH:16][N:15]=1. (2) Given the product [Cl:28][C:17](=[O:19])[CH2:16][CH:12]1[CH2:13][CH2:14][CH2:15][N:11]1[C:9]([O:8][CH2:1][C:2]1[CH:7]=[CH:6][CH:5]=[CH:4][CH:3]=1)=[O:10], predict the reactants needed to synthesize it. The reactants are: [CH2:1]([O:8][C:9]([N:11]1[CH2:15][CH2:14][CH2:13][CH:12]1[CH2:16][C:17]([OH:19])=O)=[O:10])[C:2]1[CH:7]=[CH:6][CH:5]=[CH:4][CH:3]=1.CN(C=O)C.C(Cl)(=O)C([Cl:28])=O. (3) Given the product [OH:4][CH2:3][C:2]([C:12]1[CH:16]=[C:15]([NH:17][C:18](=[O:34])[C:19]([S:22]([CH2:25][CH:26]2[CH2:27][CH2:28][CH:29]([O:32][CH3:33])[CH2:30][CH2:31]2)(=[O:24])=[O:23])([CH3:21])[CH3:20])[O:14][N:13]=1)([CH3:1])[CH3:11], predict the reactants needed to synthesize it. The reactants are: [CH3:1][C:2]([C:12]1[CH:16]=[C:15]([NH:17][C:18](=[O:34])[C:19]([S:22]([CH2:25][CH:26]2[CH2:31][CH2:30][CH:29]([O:32][CH3:33])[CH2:28][CH2:27]2)(=[O:24])=[O:23])([CH3:21])[CH3:20])[O:14][N:13]=1)([CH3:11])[CH2:3][O:4]C1CCCCO1.CC1C=CC(S(O)(=O)=O)=CC=1.